Task: Predict the reaction yield, written as a fraction of the theoretical maximum amount of product (1.0 means a 100% yield; for example, 0.34 means a 34% yield).. Dataset: Reaction yield outcomes from USPTO patents with 853,638 reactions (1) The reactants are [C:1]1([CH:7]2[S:12](=[O:14])(=[O:13])[NH:11][CH2:10][CH2:9][CH2:8]2)[CH:6]=[CH:5][CH:4]=[CH:3][CH:2]=1.[Br:15][C:16]1[CH:21]=[CH:20][C:19]([CH2:22]Br)=[C:18]([F:24])[CH:17]=1.[H-].[Na+].O. The catalyst is CN(C)C(=O)C.CCOC(C)=O. The product is [Br:15][C:16]1[CH:21]=[CH:20][C:19]([CH2:22][N:11]2[CH2:10][CH2:9][CH2:8][CH:7]([C:1]3[CH:2]=[CH:3][CH:4]=[CH:5][CH:6]=3)[S:12]2(=[O:14])=[O:13])=[C:18]([F:24])[CH:17]=1. The yield is 0.700. (2) The reactants are [Cl:1][C:2]1[N:7]=[C:6]([C:8]2[CH:14]=[CH:13][C:11]([NH2:12])=[C:10]([N+:15]([O-])=O)[CH:9]=2)[CH:5]=[C:4]([Cl:18])[N:3]=1.Br[C:20]#[N:21]. The catalyst is CC(O)=O.CO.[Zn]. The product is [Cl:1][C:2]1[N:7]=[C:6]([C:8]2[CH:14]=[CH:13][C:11]3[NH:12][C:20]([NH2:21])=[N:15][C:10]=3[CH:9]=2)[CH:5]=[C:4]([Cl:18])[N:3]=1. The yield is 0.390. (3) The reactants are Br[C:2]1[CH:22]=[C:21]([CH3:23])[CH:20]=[CH:19][C:3]=1[O:4][C:5]1[C:14]2[C:9](=[CH:10][C:11]([O:17][CH3:18])=[C:12]([O:15][CH3:16])[CH:13]=2)[N:8]=[CH:7][CH:6]=1.C([Li])CCC.CCCCCC.[O:35]1[C:39]([C:40](Cl)=[O:41])=[CH:38][CH:37]=[N:36]1.O. The catalyst is O1CCCC1. The product is [CH3:16][O:15][C:12]1[CH:13]=[C:14]2[C:9](=[CH:10][C:11]=1[O:17][CH3:18])[N:8]=[CH:7][CH:6]=[C:5]2[O:4][C:3]1[CH:19]=[CH:20][C:21]([CH3:23])=[CH:22][C:2]=1[C:40]([C:39]1[O:35][N:36]=[CH:37][CH:38]=1)=[O:41]. The yield is 0.260. (4) The reactants are [CH3:1][C:2]1[C:6]([CH3:7])=[C:5]([NH:8][C:9](=[O:16])OCC(Cl)(Cl)Cl)[O:4][N:3]=1.[F:17][C:18]1[C:23]([F:24])=[CH:22][CH:21]=[CH:20][C:19]=1[C:25]1[N:30]=[C:29]([N:31]2[CH2:36][CH2:35][NH:34][CH2:33][CH2:32]2)[CH:28]=[CH:27][N:26]=1.C(N(C(C)C)CC)(C)C.O. The catalyst is CS(C)=O. The product is [F:17][C:18]1[C:23]([F:24])=[CH:22][CH:21]=[CH:20][C:19]=1[C:25]1[N:30]=[C:29]([N:31]2[CH2:36][CH2:35][N:34]([C:9]([NH:8][C:5]3[O:4][N:3]=[C:2]([CH3:1])[C:6]=3[CH3:7])=[O:16])[CH2:33][CH2:32]2)[CH:28]=[CH:27][N:26]=1. The yield is 0.180.